This data is from Reaction yield outcomes from USPTO patents with 853,638 reactions. The task is: Predict the reaction yield, written as a fraction of the theoretical maximum amount of product (1.0 means a 100% yield; for example, 0.34 means a 34% yield). (1) The reactants are [O:1]1[CH2:6][CH2:5][N:4]([C:7]2[S:8][N:9]=[C:10]3[CH:15]=[C:14](Br)[CH:13]=[N:12][C:11]=23)[CH2:3][CH2:2]1.[CH3:17][O:18][C:19]1[CH:24]=[C:23](B2OC(C)(C)C(C)(C)O2)[CH:22]=[CH:21][C:20]=1[OH:34].C([O-])([O-])=O.[K+].[K+]. The catalyst is C1C=CC([P]([Pd]([P](C2C=CC=CC=2)(C2C=CC=CC=2)C2C=CC=CC=2)([P](C2C=CC=CC=2)(C2C=CC=CC=2)C2C=CC=CC=2)[P](C2C=CC=CC=2)(C2C=CC=CC=2)C2C=CC=CC=2)(C2C=CC=CC=2)C2C=CC=CC=2)=CC=1. The product is [CH3:17][O:18][C:19]1[CH:24]=[C:23]([C:14]2[CH:13]=[N:12][C:11]3=[C:7]([N:4]4[CH2:5][CH2:6][O:1][CH2:2][CH2:3]4)[S:8][N:9]=[C:10]3[CH:15]=2)[CH:22]=[CH:21][C:20]=1[OH:34]. The yield is 0.440. (2) The reactants are [F:1][C:2]1[CH:7]=[C:6]([F:8])[CH:5]=[CH:4][C:3]=1[S:9]([NH:12][C:13]1[C:14]([O:29][CH3:30])=[N:15][CH:16]=[C:17]([C:19]2[CH:20]=[CH:21][C:22]3[N:23]([C:25](I)=[CH:26][N:27]=3)[CH:24]=2)[CH:18]=1)(=[O:11])=[O:10].CCN(CC)CC.[CH2:38]([OH:41])[C:39]#[CH:40]. The catalyst is CN(C=O)C.Cl[Pd](Cl)([P](C1C=CC=CC=1)(C1C=CC=CC=1)C1C=CC=CC=1)[P](C1C=CC=CC=1)(C1C=CC=CC=1)C1C=CC=CC=1.[Cu]I. The product is [F:1][C:2]1[CH:7]=[C:6]([F:8])[CH:5]=[CH:4][C:3]=1[S:9]([NH:12][C:13]1[C:14]([O:29][CH3:30])=[N:15][CH:16]=[C:17]([C:19]2[CH:20]=[CH:21][C:22]3[N:23]([C:25]([C:40]#[C:39][CH2:38][OH:41])=[CH:26][N:27]=3)[CH:24]=2)[CH:18]=1)(=[O:11])=[O:10]. The yield is 0.504. (3) The reactants are [OH:1][N:2]1[C:6](=[O:7])[C:5]2=[CH:8][CH:9]=[CH:10][CH:11]=[C:4]2[C:3]1=[O:12].C(=O)([O-])[O-].[K+].[K+].Cl[C@@H:20]([CH3:28])[C:21]([O:23][C:24]([CH3:27])([CH3:26])[CH3:25])=[O:22]. The catalyst is CN(C=O)C.CCOC(C)=O.[Li+].[Cl-]. The product is [O:7]=[C:6]1[C:5]2[C:4](=[CH:11][CH:10]=[CH:9][CH:8]=2)[C:3](=[O:12])[N:2]1[O:1][C@H:20]([CH3:28])[C:21]([O:23][C:24]([CH3:27])([CH3:26])[CH3:25])=[O:22]. The yield is 0.850. (4) The reactants are [OH-].[Na+].[CH3:3][N:4]([CH3:23])[C:5](=[O:22])[CH2:6][CH2:7][CH2:8][C:9]1[CH:14]=[CH:13][C:12]([NH:15]C(=O)C(F)(F)F)=[CH:11][CH:10]=1. The catalyst is CO. The product is [CH3:23][N:4]([CH3:3])[C:5](=[O:22])[CH2:6][CH2:7][CH2:8][C:9]1[CH:10]=[CH:11][C:12]([NH2:15])=[CH:13][CH:14]=1. The yield is 0.660. (5) The reactants are Cl[C:2]1[N:7]=[C:6]([C:8]2[CH:9]=[N:10][N:11]([C:13]3([CH2:24][C:25]#[N:26])[CH2:16][N:15]([C:17]([O:19][C:20]([CH3:23])([CH3:22])[CH3:21])=[O:18])[CH2:14]3)[CH:12]=2)[N:5]2[CH:27]=[CH:28][N:29]=[C:4]2[CH:3]=1.[CH3:30][O:31][C:32]1[CH:37]=[CH:36][C:35](B(O)O)=[CH:34][CH:33]=1.C1(P(C2CCCCC2)C2C=CC=CC=2C2C(C(C)C)=CC(C(C)C)=CC=2C(C)C)CCCCC1.[O-]P([O-])([O-])=O.[K+].[K+].[K+]. The catalyst is O1CCOCC1.CCOC(C)=O.C([O-])(O)=O.[Na+].C(Cl)Cl.C1C=CC(/C=C/C(/C=C/C2C=CC=CC=2)=O)=CC=1.C1C=CC(/C=C/C(/C=C/C2C=CC=CC=2)=O)=CC=1.C1C=CC(/C=C/C(/C=C/C2C=CC=CC=2)=O)=CC=1.[Pd].[Pd].CO. The product is [C:25]([CH2:24][C:13]1([N:11]2[CH:12]=[C:8]([C:6]3[N:5]4[CH:27]=[CH:28][N:29]=[C:4]4[CH:3]=[C:2]([C:35]4[CH:36]=[CH:37][C:32]([O:31][CH3:30])=[CH:33][CH:34]=4)[N:7]=3)[CH:9]=[N:10]2)[CH2:16][N:15]([C:17]([O:19][C:20]([CH3:23])([CH3:22])[CH3:21])=[O:18])[CH2:14]1)#[N:26]. The yield is 1.04.